The task is: Predict the product of the given reaction.. This data is from Forward reaction prediction with 1.9M reactions from USPTO patents (1976-2016). Given the reactants [Cl:1][C:2]1[C:28]([Cl:29])=[CH:27][C:5]2[N:6]([C@@H:9]3[O:26][CH2:25][C@@H:20]([O:21][C:22](=[O:24])[CH3:23])[C@@H:15]([O:16][C:17](=[O:19])[CH3:18])[C@H:10]3[O:11][C:12](=[O:14])[CH3:13])[CH:7]=[N:8][C:4]=2[C:3]=1[F:30].[Br:31]N1C(=O)CCC1=O, predict the reaction product. The product is: [Br:31][C:7]1[N:6]([C@@H:9]2[O:26][CH2:25][C@@H:20]([O:21][C:22](=[O:24])[CH3:23])[C@@H:15]([O:16][C:17](=[O:19])[CH3:18])[C@H:10]2[O:11][C:12](=[O:14])[CH3:13])[C:5]2[CH:27]=[C:28]([Cl:29])[C:2]([Cl:1])=[C:3]([F:30])[C:4]=2[N:8]=1.